From a dataset of Peptide-MHC class I binding affinity with 185,985 pairs from IEDB/IMGT. Regression. Given a peptide amino acid sequence and an MHC pseudo amino acid sequence, predict their binding affinity value. This is MHC class I binding data. (1) The peptide sequence is VYERQPCWY. The MHC is HLA-A30:01 with pseudo-sequence HLA-A30:01. The binding affinity (normalized) is 0.131. (2) The peptide sequence is KFAVPNLQSL. The MHC is Patr-A0701 with pseudo-sequence Patr-A0701. The binding affinity (normalized) is 0.428. (3) The peptide sequence is LLGLLLLCV. The MHC is HLA-A02:02 with pseudo-sequence HLA-A02:02. The binding affinity (normalized) is 0.151.